This data is from NCI-60 drug combinations with 297,098 pairs across 59 cell lines. The task is: Regression. Given two drug SMILES strings and cell line genomic features, predict the synergy score measuring deviation from expected non-interaction effect. Drug 1: CC12CCC(CC1=CCC3C2CCC4(C3CC=C4C5=CN=CC=C5)C)O. Drug 2: C(CCl)NC(=O)N(CCCl)N=O. Cell line: SF-268. Synergy scores: CSS=13.0, Synergy_ZIP=0.709, Synergy_Bliss=5.01, Synergy_Loewe=0.653, Synergy_HSA=2.65.